From a dataset of Full USPTO retrosynthesis dataset with 1.9M reactions from patents (1976-2016). Predict the reactants needed to synthesize the given product. (1) The reactants are: [CH3:1][C:2]1[C:11]([N+:12]([O-])=O)=[C:10]([NH:15][CH3:16])[CH:9]=[CH:8][C:3]=1[C:4]([O:6][CH3:7])=[O:5].[C:17](O)(=O)C. Given the product [CH3:17][N:15]1[C:10]2[CH:9]=[CH:8][C:3]([C:4]([O:6][CH3:7])=[O:5])=[C:2]([CH3:1])[C:11]=2[N:12]=[CH:16]1, predict the reactants needed to synthesize it. (2) The reactants are: [Br:1][C:2]1[CH:3]=[C:4]([CH:19]=[C:20]([CH2:22][OH:23])[CH:21]=1)[O:5][CH:6]1[CH2:11][CH2:10][N:9]([C:12]([O:14][C:15]([CH3:18])([CH3:17])[CH3:16])=[O:13])[CH2:8][CH2:7]1.CC(OI1(OC(C)=O)(OC(C)=O)OC(=O)C2C=CC=CC1=2)=O.C([O-])(O)=O.[Na+]. Given the product [Br:1][C:2]1[CH:3]=[C:4]([CH:19]=[C:20]([CH:22]=[O:23])[CH:21]=1)[O:5][CH:6]1[CH2:7][CH2:8][N:9]([C:12]([O:14][C:15]([CH3:16])([CH3:17])[CH3:18])=[O:13])[CH2:10][CH2:11]1, predict the reactants needed to synthesize it.